This data is from Full USPTO retrosynthesis dataset with 1.9M reactions from patents (1976-2016). The task is: Predict the reactants needed to synthesize the given product. (1) Given the product [CH2:25]([N:3]([CH2:1][CH3:2])[CH2:4][C:5]#[C:6][C:7]1[S:15][C:14]2[C:9](=[N:10][CH:11]=[CH:12][C:13]=2[O:16][C:17]2[CH:22]=[CH:21][C:20]([NH:23][C:48]([NH:47][C:45](=[O:46])[CH2:44][C:38]3[CH:39]=[CH:40][CH:41]=[CH:42][CH:43]=3)=[S:49])=[CH:19][C:18]=2[F:24])[CH:8]=1)[CH3:26], predict the reactants needed to synthesize it. The reactants are: [CH2:1]([N:3]([CH2:25][CH3:26])[CH2:4][C:5]#[C:6][C:7]1[S:15][C:14]2[C:9](=[N:10][CH:11]=[CH:12][C:13]=2[O:16][C:17]2[CH:22]=[CH:21][C:20]([NH2:23])=[CH:19][C:18]=2[F:24])[CH:8]=1)[CH3:2].C1(C)C=CC=CC=1.C(O)C.Cl.[C:38]1([CH2:44][C:45]([N:47]=[C:48]=[S:49])=[O:46])[CH:43]=[CH:42][CH:41]=[CH:40][CH:39]=1. (2) The reactants are: [O:1]1[C:5]2[CH:6]=[CH:7][C:8]([C:10]#[C:11][C:12]([NH2:14])=[O:13])=[CH:9][C:4]=2[O:3][CH2:2]1.[CH3:15][CH2:16][CH2:17][CH2:18][SnH:19]([CH2:24][CH2:25][CH2:26][CH3:27])[CH2:20][CH2:21][CH2:22][CH3:23]. Given the product [O:1]1[C:5]2[CH:6]=[CH:7][C:8](/[CH:10]=[C:11](/[Sn:19]([CH2:20][CH2:21][CH2:22][CH3:23])([CH2:24][CH2:25][CH2:26][CH3:27])[CH2:18][CH2:17][CH2:16][CH3:15])\[C:12]([NH2:14])=[O:13])=[CH:9][C:4]=2[O:3][CH2:2]1, predict the reactants needed to synthesize it. (3) Given the product [NH2:3][C:4]1[C:9]([CH2:10][OH:11])=[CH:8][C:7]([Br:1])=[CH:6][N:5]=1, predict the reactants needed to synthesize it. The reactants are: [Br:1]Br.[NH2:3][C:4]1[C:9]([CH2:10][OH:11])=[CH:8][CH:7]=[CH:6][N:5]=1.